Dataset: Reaction yield outcomes from USPTO patents with 853,638 reactions. Task: Predict the reaction yield, written as a fraction of the theoretical maximum amount of product (1.0 means a 100% yield; for example, 0.34 means a 34% yield). (1) The reactants are [NH2:1][CH:2]([C:6]([OH:8])=[O:7])[CH:3]([CH3:5])[CH3:4].C(N(CC)CC)C.[CH2:16]([O:20][C:21]1[CH:26]=[CH:25][C:24]([S:27](Cl)(=[O:29])=[O:28])=[CH:23][CH:22]=1)[C:17]#[C:18][CH3:19]. The catalyst is C1COCC1.O.C(OCC)(=O)C. The product is [CH2:16]([O:20][C:21]1[CH:26]=[CH:25][C:24]([S:27]([NH:1][CH:2]([CH:3]([CH3:5])[CH3:4])[C:6]([OH:8])=[O:7])(=[O:29])=[O:28])=[CH:23][CH:22]=1)[C:17]#[C:18][CH3:19]. The yield is 0.280. (2) The reactants are [CH:1]([C:3]1[NH:4][C:5]([CH3:11])=[CH:6][C:7]=1[C:8]([OH:10])=O)=[O:2].[CH2:12]([N:14]([CH2:18][CH3:19])[CH2:15][CH2:16][NH2:17])[CH3:13]. No catalyst specified. The product is [CH2:12]([N:14]([CH2:18][CH3:19])[CH2:15][CH2:16][NH:17][C:8]([C:7]1[CH:6]=[C:5]([CH3:11])[NH:4][C:3]=1[CH:1]=[O:2])=[O:10])[CH3:13]. The yield is 0.940. (3) The reactants are [C:1]([O:5][C:6]([N:8]1[CH2:11][CH:10]([O:12][C:13]2[CH:18]=[C:17](Br)[CH:16]=[CH:15][C:14]=2[CH:20]=[O:21])[CH2:9]1)=[O:7])([CH3:4])([CH3:3])[CH3:2].[CH3:22][C:23]1[CH:28]=[CH:27][CH:26]=[CH:25][C:24]=1B(O)O.[O-]P([O-])([O-])=O.[K+].[K+].[K+].C1(C)C=CC=CC=1. The catalyst is CCOC(C)=O.C1C=CC(/C=C/C(/C=C/C2C=CC=CC=2)=O)=CC=1.C1C=CC(/C=C/C(/C=C/C2C=CC=CC=2)=O)=CC=1.[Pd].CC(P(C(C)(C)C)[C-]1C=CC=C1)(C)C.C1C=CC([C-]2C(C3C=CC=CC=3)=C(C3C=CC=CC=3)C(C3C=CC=CC=3)=C2C2C=CC=CC=2)=CC=1.[Fe+2]. The product is [C:1]([O:5][C:6]([N:8]1[CH2:11][CH:10]([O:12][C:13]2[CH:18]=[C:17]([C:24]3[CH:25]=[CH:26][CH:27]=[CH:28][C:23]=3[CH3:22])[CH:16]=[CH:15][C:14]=2[CH:20]=[O:21])[CH2:9]1)=[O:7])([CH3:4])([CH3:3])[CH3:2]. The yield is 0.980. (4) The reactants are [I:1][C:2]1[CH:7]=[CH:6][C:5]([N:8]([CH2:11][C:12]2[CH:22]=[CH:21][C:15]3[N:16]=[C:17]([S:19][CH3:20])[S:18][C:14]=3[CH:13]=2)[CH:9]=O)=[C:4]([N+:23]([O-])=O)[CH:3]=1. The catalyst is CCO.CC(O)=O.[Fe]. The product is [I:1][C:2]1[CH:7]=[CH:6][C:5]2[N:8]([CH2:11][C:12]3[CH:22]=[CH:21][C:15]4[N:16]=[C:17]([S:19][CH3:20])[S:18][C:14]=4[CH:13]=3)[CH:9]=[N:23][C:4]=2[CH:3]=1. The yield is 0.680. (5) The reactants are C([O:3][C:4](=[O:32])[CH:5]=[CH:6][C:7]1[CH:12]=[CH:11][C:10]([O:13][C:14]2[C:23]3[C:18](=[CH:19][C:20]([O:24][CH3:25])=[CH:21][CH:22]=3)[CH:17]=[C:16]([CH3:26])[C:15]=2[C:27]2[CH:31]=[CH:30][S:29][CH:28]=2)=[CH:9][CH:8]=1)C.[OH-].[Na+].CCO. The catalyst is C1COCC1. The product is [CH3:25][O:24][C:20]1[CH:19]=[C:18]2[C:23](=[CH:22][CH:21]=1)[C:14]([O:13][C:10]1[CH:9]=[CH:8][C:7]([CH:6]=[CH:5][C:4]([OH:32])=[O:3])=[CH:12][CH:11]=1)=[C:15]([C:27]1[CH:31]=[CH:30][S:29][CH:28]=1)[C:16]([CH3:26])=[CH:17]2. The yield is 0.990.